This data is from Reaction yield outcomes from USPTO patents with 853,638 reactions. The task is: Predict the reaction yield, written as a fraction of the theoretical maximum amount of product (1.0 means a 100% yield; for example, 0.34 means a 34% yield). The product is [CH2:1]([C:3]1[N:7]([C:8]2[N:16]=[C:15]3[C:11]([N:12]=[C:13]([CH2:18][N:43]4[CH2:44][CH2:45][C:40]5([CH2:37][O:38][CH2:39]5)[CH2:41][CH2:42]4)[N:14]3[CH3:17])=[C:10]([N:20]3[CH2:25][CH2:24][O:23][CH2:22][CH2:21]3)[N:9]=2)[C:6]2[CH:26]=[CH:27][CH:28]=[CH:29][C:5]=2[N:4]=1)[CH3:2]. The catalyst is ClCCCl. The yield is 0.700. The reactants are [CH2:1]([C:3]1[N:7]([C:8]2[N:16]=[C:15]3[C:11]([N:12]=[C:13]([CH:18]=O)[N:14]3[CH3:17])=[C:10]([N:20]3[CH2:25][CH2:24][O:23][CH2:22][CH2:21]3)[N:9]=2)[C:6]2[CH:26]=[CH:27][CH:28]=[CH:29][C:5]=2[N:4]=1)[CH3:2].FC(F)(F)C(O)=O.[CH2:37]1[C:40]2([CH2:45][CH2:44][NH:43][CH2:42][CH2:41]2)[CH2:39][O:38]1.COC(OC)OC.C(O)(=O)C.C(O[BH-](OC(=O)C)OC(=O)C)(=O)C.[Na+].